Dataset: NCI-60 drug combinations with 297,098 pairs across 59 cell lines. Task: Regression. Given two drug SMILES strings and cell line genomic features, predict the synergy score measuring deviation from expected non-interaction effect. (1) Drug 1: C1=CC(=CC=C1CC(C(=O)O)N)N(CCCl)CCCl.Cl. Drug 2: C1=NC2=C(N=C(N=C2N1C3C(C(C(O3)CO)O)F)Cl)N. Cell line: SK-OV-3. Synergy scores: CSS=18.2, Synergy_ZIP=-4.45, Synergy_Bliss=-5.37, Synergy_Loewe=-17.0, Synergy_HSA=-4.34. (2) Drug 2: CC1=C(C(=CC=C1)Cl)NC(=O)C2=CN=C(S2)NC3=CC(=NC(=N3)C)N4CCN(CC4)CCO. Cell line: ACHN. Synergy scores: CSS=41.3, Synergy_ZIP=10.4, Synergy_Bliss=9.56, Synergy_Loewe=10.2, Synergy_HSA=13.4. Drug 1: CN1CCC(CC1)COC2=C(C=C3C(=C2)N=CN=C3NC4=C(C=C(C=C4)Br)F)OC. (3) Drug 1: CC1=C(C=C(C=C1)NC(=O)C2=CC=C(C=C2)CN3CCN(CC3)C)NC4=NC=CC(=N4)C5=CN=CC=C5. Drug 2: C1C(C(OC1N2C=NC3=C2NC=NCC3O)CO)O. Cell line: OVCAR3. Synergy scores: CSS=-5.52, Synergy_ZIP=0.972, Synergy_Bliss=-2.26, Synergy_Loewe=-6.50, Synergy_HSA=-6.30. (4) Drug 1: C1=CC(=CC=C1CCCC(=O)O)N(CCCl)CCCl. Drug 2: C(CN)CNCCSP(=O)(O)O. Cell line: SF-295. Synergy scores: CSS=12.3, Synergy_ZIP=-6.54, Synergy_Bliss=-7.27, Synergy_Loewe=-23.0, Synergy_HSA=-4.98. (5) Drug 1: COC1=C(C=C2C(=C1)N=CN=C2NC3=CC(=C(C=C3)F)Cl)OCCCN4CCOCC4. Drug 2: C1=CC(=CC=C1C#N)C(C2=CC=C(C=C2)C#N)N3C=NC=N3. Cell line: UO-31. Synergy scores: CSS=25.3, Synergy_ZIP=-6.34, Synergy_Bliss=-4.72, Synergy_Loewe=-5.73, Synergy_HSA=-1.72. (6) Drug 1: CC(C1=C(C=CC(=C1Cl)F)Cl)OC2=C(N=CC(=C2)C3=CN(N=C3)C4CCNCC4)N. Drug 2: C1=CN(C=N1)CC(O)(P(=O)(O)O)P(=O)(O)O. Cell line: PC-3. Synergy scores: CSS=12.2, Synergy_ZIP=-2.12, Synergy_Bliss=3.07, Synergy_Loewe=-0.841, Synergy_HSA=3.60. (7) Drug 1: CN(C)C1=NC(=NC(=N1)N(C)C)N(C)C. Drug 2: C1=NC2=C(N1)C(=S)N=CN2. Cell line: MOLT-4. Synergy scores: CSS=39.6, Synergy_ZIP=-4.65, Synergy_Bliss=-11.7, Synergy_Loewe=-70.9, Synergy_HSA=-14.6.